Dataset: Reaction yield outcomes from USPTO patents with 853,638 reactions. Task: Predict the reaction yield, written as a fraction of the theoretical maximum amount of product (1.0 means a 100% yield; for example, 0.34 means a 34% yield). (1) The reactants are [CH2:1]1[O:15][C:14]2[CH:13]=[CH:12][C:5]([CH2:6][C@H:7]3[CH2:10][O:9][C:8]3=[O:11])=[CH:4][C:3]=2[O:2]1.[C:16]([O-:19])(=[S:18])[CH3:17].[K+].S(=O)(=O)(O)O.P(=O)(O)(O)O.P([O-])(O)(O)=O.[K+]. The catalyst is C(#N)C.O.C(OCC)(=O)C. The product is [C:16]([S:18][CH2:10][C@@H:7]([CH2:6][C:5]1[CH:12]=[CH:13][C:14]2[O:15][CH2:1][O:2][C:3]=2[CH:4]=1)[C:8]([OH:9])=[O:11])(=[O:19])[CH3:17]. The yield is 0.846. (2) The reactants are [Br:1][C:2]1[CH:6]=[CH:5][S:4][C:3]=1[C:7]([NH:9][C:10]1[CH:15]=[CH:14][C:13]([O:16][CH3:17])=[CH:12][CH:11]=1)=[O:8].[C:18](O[C:18]([O:20][C:21]([CH3:24])([CH3:23])[CH3:22])=[O:19])([O:20][C:21]([CH3:24])([CH3:23])[CH3:22])=[O:19]. No catalyst specified. The product is [Br:1][C:2]1[CH:6]=[CH:5][S:4][C:3]=1[C:7]([N:9]([C:10]1[CH:15]=[CH:14][C:13]([O:16][CH3:17])=[CH:12][CH:11]=1)[C:18](=[O:19])[O:20][C:21]([CH3:24])([CH3:23])[CH3:22])=[O:8]. The yield is 0.820. (3) The reactants are Br[C:2]1[C:3]([CH3:8])=[N:4][CH:5]=[CH:6][CH:7]=1.[Li]CCCC.CN([CH:17]=[O:18])C. The catalyst is C1COCC1. The product is [CH3:8][C:3]1[N:4]=[CH:5][CH:6]=[CH:7][C:2]=1[CH:17]=[O:18]. The yield is 0.310. (4) The reactants are [F:1][C:2]([F:30])([F:29])[O:3][C:4]1[CH:9]=[CH:8][C:7]([N:10]2[CH:14]=[N:13][C:12]([C:15]3[CH:20]=[CH:19][C:18](/[C:21](/[CH3:28])=[CH:22]/[C:23]([O:25][CH2:26][CH3:27])=[O:24])=[CH:17][CH:16]=3)=[N:11]2)=[CH:6][CH:5]=1. The catalyst is [Pd].C(OCC)(=O)C. The product is [F:30][C:2]([F:1])([F:29])[O:3][C:4]1[CH:9]=[CH:8][C:7]([N:10]2[CH:14]=[N:13][C:12]([C:15]3[CH:20]=[CH:19][C:18]([CH:21]([CH3:28])[CH2:22][C:23]([O:25][CH2:26][CH3:27])=[O:24])=[CH:17][CH:16]=3)=[N:11]2)=[CH:6][CH:5]=1. The yield is 0.980. (5) The reactants are [Cl-].[OH:2][NH3+:3].[C:4](=O)([O-])[OH:5].[Na+].CS(C)=[O:11].[O:13]1[CH:17]=[N:16][N:15]=[C:14]1[CH2:18][O:19][C@H:20]1[CH2:25][CH2:24][C@H:23]([N:26]2[C:31](=[O:32])[C:30]([CH2:33][C:34]3[CH:39]=[CH:38][C:37]([C:40]4[C:41]([C:46]#[N:47])=[CH:42][CH:43]=[CH:44][CH:45]=4)=[CH:36][CH:35]=3)=[C:29]([CH2:48][CH2:49][CH3:50])[N:28]3[N:51]=[CH:52][N:53]=[C:27]23)[CH2:22][CH2:21]1. The catalyst is O.C(OCC)(=O)C. The product is [O:5]=[C:4]1[O:2][N:3]=[C:46]([C:41]2[CH:42]=[CH:43][CH:44]=[CH:45][C:40]=2[C:37]2[CH:38]=[CH:39][C:34]([CH2:33][C:30]3[C:31](=[O:32])[N:26]([C@H:23]4[CH2:22][CH2:21][C@H:20]([O:19][CH2:18][C:14]5[O:13][C:17](=[O:11])[NH:16][N:15]=5)[CH2:25][CH2:24]4)[C:27]4[N:28]([N:51]=[CH:52][N:53]=4)[C:29]=3[CH2:48][CH2:49][CH3:50])=[CH:35][CH:36]=2)[NH:47]1. The yield is 0.120. (6) The reactants are [CH2:1]([C:3]1[C:4]([OH:14])=[C:5]([CH:8]=[C:9]([N+:11]([O-:13])=[O:12])[CH:10]=1)[CH:6]=O)[CH3:2].C(=O)([O-])[O-].[K+].[K+].Br[CH2:22][C:23]([O:25][CH2:26][CH3:27])=[O:24].O. The catalyst is CN(C)C=O. The product is [CH2:1]([C:3]1[C:4]2[O:14][C:22]([C:23]([O:25][CH2:26][CH3:27])=[O:24])=[CH:6][C:5]=2[CH:8]=[C:9]([N+:11]([O-:13])=[O:12])[CH:10]=1)[CH3:2]. The yield is 0.428.